This data is from NCI-60 drug combinations with 297,098 pairs across 59 cell lines. The task is: Regression. Given two drug SMILES strings and cell line genomic features, predict the synergy score measuring deviation from expected non-interaction effect. Drug 1: C1=C(C(=O)NC(=O)N1)N(CCCl)CCCl. Drug 2: CN1C2=C(C=C(C=C2)N(CCCl)CCCl)N=C1CCCC(=O)O.Cl. Cell line: HL-60(TB). Synergy scores: CSS=74.0, Synergy_ZIP=10.3, Synergy_Bliss=13.8, Synergy_Loewe=-2.08, Synergy_HSA=15.0.